This data is from Full USPTO retrosynthesis dataset with 1.9M reactions from patents (1976-2016). The task is: Predict the reactants needed to synthesize the given product. (1) Given the product [F:1][C:2]1[CH:3]=[C:4]([CH:12]=[CH:13][C:14]=1[N:15]1[CH2:16][CH2:17][N:18]([CH:22]([C:23]2[O:24][CH:25]=[CH:26][N:27]=2)[C:28]2[CH:29]=[CH:30][CH:31]=[CH:32][CH:33]=2)[CH2:19][CH2:20]1)[CH2:5][NH:6][C:7]([CH:9]1[CH2:11][CH2:10]1)=[O:8], predict the reactants needed to synthesize it. The reactants are: [F:1][C:2]1[CH:3]=[C:4]([CH:12]=[CH:13][C:14]=1[N:15]1[CH2:20][CH2:19][NH:18][CH2:17][CH2:16]1)[CH2:5][NH:6][C:7]([CH:9]1[CH2:11][CH2:10]1)=[O:8].Cl[CH:22]([C:28]1[CH:33]=[CH:32][CH:31]=[CH:30][CH:29]=1)[C:23]1[O:24][CH:25]=[CH:26][N:27]=1.C(=O)([O-])[O-].[K+].[K+]. (2) The reactants are: O1CCCCC1[N:7]1[C:15]2[C:10](=[CH:11][C:12]([C:16]3[N:20]=[CH:19][N:18](C(C4C=CC=CC=4)(C4C=CC=CC=4)C4C=CC=CC=4)[N:17]=3)=[CH:13][CH:14]=2)[C:9]([C:40]2[CH:41]=[C:42]([CH:47]=[CH:48][CH:49]=2)[C:43](OC)=[O:44])=[N:8]1.O.[OH-].[Li+].[NH2:53][C@H:54]1[C:62]2[C:57](=[CH:58][CH:59]=[CH:60][CH:61]=2)[CH2:56][CH2:55]1.O.ON1C2C=CC=CC=2N=N1.Cl.CN(C)CCCN=C=NCC. Given the product [NH:17]1[C:16]([C:12]2[CH:11]=[C:10]3[C:15](=[CH:14][CH:13]=2)[NH:7][N:8]=[C:9]3[C:40]2[CH:41]=[C:42]([C:43]([NH:53][C@H:54]3[C:62]4[C:57](=[CH:58][CH:59]=[CH:60][CH:61]=4)[CH2:56][CH2:55]3)=[O:44])[CH:47]=[CH:48][CH:49]=2)=[N:20][CH:19]=[N:18]1, predict the reactants needed to synthesize it. (3) Given the product [C:16]([N:9]([CH2:10][C:11]([O:13][CH2:14][CH3:15])=[O:12])[C:4]1[CH:5]=[CH:6][C:7]([OH:8])=[C:2]([F:1])[CH:3]=1)(=[O:18])[CH3:17], predict the reactants needed to synthesize it. The reactants are: [F:1][C:2]1[CH:3]=[C:4]([NH:9][CH2:10][C:11]([O:13][CH2:14][CH3:15])=[O:12])[CH:5]=[CH:6][C:7]=1[OH:8].[C:16](Cl)(=[O:18])[CH3:17].C(=O)([O-])[O-].[Na+].[Na+].Cl. (4) Given the product [CH:63]([O:62][C:60](=[O:61])[C@@H:59]([N:58]=[P:56]([O:55][C:46]1[C:47]2[C:52](=[CH:51][CH:50]=[CH:49][CH:48]=2)[CH:53]=[CH:54][C:45]=1[O:33][CH2:32][C@:10]1([N:34]=[N+:35]=[N-:36])[C@@H:11]([F:31])[C@@H:12]([O:13][Si:14]([C:27]([CH3:30])([CH3:28])[CH3:29])([C:21]2[CH:26]=[CH:25][CH:24]=[CH:23][CH:22]=2)[C:15]2[CH:20]=[CH:19][CH:18]=[CH:17][CH:16]=2)[C@H:8]([N:5]2[CH:6]=[CH:7][C:2]([NH2:1])=[N:3][C:4]2=[O:37])[O:9]1)=[O:57])[CH3:66])([CH3:64])[CH3:65], predict the reactants needed to synthesize it. The reactants are: [NH2:1][C:2]1[CH:7]=[CH:6][N:5]([C@H:8]2[C@H:12]([O:13][Si:14]([C:27]([CH3:30])([CH3:29])[CH3:28])([C:21]3[CH:26]=[CH:25][CH:24]=[CH:23][CH:22]=3)[C:15]3[CH:20]=[CH:19][CH:18]=[CH:17][CH:16]=3)[C@H:11]([F:31])[C@@:10]([N:34]=[N+:35]=[N-:36])([CH2:32][OH:33])[O:9]2)[C:4](=[O:37])[N:3]=1.C([Mg]Cl)(C)(C)C.Cl[C:45]1[CH:54]=[CH:53][C:52]2[C:47](=[CH:48][CH:49]=[CH:50][CH:51]=2)[C:46]=1[O:55][P:56](=[N:58][C@@H:59]([CH3:66])[C:60]([O:62][CH:63]([CH3:65])[CH3:64])=[O:61])=[O:57].CO. (5) The reactants are: Cl.COC1C=CC(C[N:9]2[C:18]3[C:13](=[CH:14][CH:15]=[CH:16][CH:17]=3)[C:12](=[O:19])[C:11]([C:20]([C:22]3[CH:27]=[CH:26][C:25]([CH3:28])=[CH:24][N:23]=3)=[O:21])=[CH:10]2)=CC=1. Given the product [CH3:28][C:25]1[CH:26]=[CH:27][C:22]([C:20]([C:11]2[C:12](=[O:19])[C:13]3[C:18](=[CH:17][CH:16]=[CH:15][CH:14]=3)[NH:9][CH:10]=2)=[O:21])=[N:23][CH:24]=1, predict the reactants needed to synthesize it. (6) Given the product [NH2:8][C:6]1[CH:5]=[C:4]([Cl:11])[C:3]([C:12]2[CH:13]=[CH:14][C:15]([O:18][CH2:19][CH2:20][CH2:21][C:22]#[N:23])=[CH:16][CH:17]=2)=[C:2]([Cl:1])[CH:7]=1, predict the reactants needed to synthesize it. The reactants are: [Cl:1][C:2]1[CH:7]=[C:6]([N+:8]([O-])=O)[CH:5]=[C:4]([Cl:11])[C:3]=1[C:12]1[CH:17]=[CH:16][C:15]([O:18][CH2:19][CH2:20][CH2:21][C:22]#[N:23])=[CH:14][CH:13]=1.[Cl-].[NH4+].O. (7) Given the product [I-:14].[CH3:4][N+:3]([C:5]([CH2:8][C:9]([CH3:12])([CH3:11])[CH3:10])([CH3:6])[CH3:7])([CH3:13])[CH3:2], predict the reactants needed to synthesize it. The reactants are: O.[CH3:2][N:3]([C:5]([CH2:8][C:9]([CH3:12])([CH3:11])[CH3:10])([CH3:7])[CH3:6])[CH3:4].[CH3:13][I:14].